Binary Classification. Given a miRNA mature sequence and a target amino acid sequence, predict their likelihood of interaction. From a dataset of Experimentally validated miRNA-target interactions with 360,000+ pairs, plus equal number of negative samples. (1) The miRNA is hsa-miR-4774-3p with sequence AUUGCCUAACAUGUGCCAGAA. The protein sequence of the target gene is MARHGPPWSRLDAQQERDVRELVRGVAGLQDEADPNFQLALNFAWSNFRFHRFLDVNSHKIEKTIEGIYEKFVIHSDLSKAASWKRLTEEFLNAPLPSIKEIKTDAHYSILSLLLCLSDSPSNSSYVETPRNKEVEKKDDFDWGKYLMEDEEMDIGPYMDTPNWSEESEEENDQQPLSREDSGIQVDRTPLEEQDQNRKLDPCISWKDEPDDRSWLEHHVVHQYWTARPSQFPHSLHLHSNLAAVWDQHLYSSDPLYVPDDRVLVTETQVIRETLWLLSGVKKLFIFQLIDGKVTVRNNI.... Result: 1 (interaction). (2) Result: 0 (no interaction). The miRNA is hsa-miR-1304-5p with sequence UUUGAGGCUACAGUGAGAUGUG. The protein sequence of the target gene is MAGVSFSGHRLELLAAYEEVIREESAADWALYTYEDGSDDLKLAASGEGGLQELSGHFENQKVMYGFCSVKDSQAALPKYVLINWVGEDVPDARKCACASHVAKVAEFFQGVDVIVNASSVEDIDAGAIGQRLSNGLARLSSPVLHRLRLREDENAEPVGTTYQKTDAAVEMKRINREQFWEQAKKEEELRKEEERKKALDERLRFEQERMEQERQEQEERERRYREREQQIEEHRRKQQTLEAEEAKRRLKEQSIFGDHRDEEEETHMKKSESEVEEAAAIIAQRPDNPREFFKQQERV.... (3) The miRNA is mmu-miR-3082-5p with sequence GACAGAGUGUGUGUGUCUGUGU. The protein sequence of the target gene is MAAATAAAALAAADPPPAMPQAAGAGGPTTRRDFYWLRSFLAGGIAGCCAKTTVAPLDRVKVLLQAHNHHYKHLGVFSALRAVPQKEGFLGLYKGNGAMMIRIFPYGAIQFMAFEHYKTLITTKLGISGHVHRLMAGSMAGMTAVICTYPLDMVRVRLAFQVKGEHSYTGIIHAFKTIYAKEGGFFGFYRGLMPTILGMAPYAGVSFFTFGTLKSVGLSHAPTLLGRPSSDNPNVLVLKTHVNLLCGGVAGAIAQTISYPFDVTRRRMQLGTVLPEFEKCLTMRDTMKYVYGHHGIRKGL.... Result: 0 (no interaction). (4) The miRNA is hsa-miR-212-3p with sequence UAACAGUCUCCAGUCACGGCC. The protein sequence of the target gene is MRRWWGALLLGALLCAHGIASSLECACGRSHFTCAVSALGECTCIPAQWQCDGDNDCGDHSDEDGCTLPTCSPLDFHCDNGKCIRRSWVCDGDNDCEDDSDEQDCPPRECEEDEFPCQNGYCIRSLWHCDGDNDCGDNSDEQCDMRKCSDKEFRCSDGSCIAEHWYCDGDTDCKDGSDEESCPSAVPSPPCNLEEFQCAYGRCILDIYHCDGDDDCGDWSDESDCSSHQPCRSGEFMCDSGLCINSGWRCDGDADCDDQSDERNCTTSMCTAEQFRCRSGRCVRLSWRCDGEDDCADNSD.... Result: 0 (no interaction). (5) The miRNA is hsa-miR-6808-5p with sequence CAGGCAGGGAGGUGGGACCAUG. The protein sequence of the target gene is MLEVHIPSVGPEAEGPRQSPEKSHMVFRVEVLCSGRRHTVPRRYSEFHALHKRIKKLYKVPDFPSKRLPNWRTRGLEQRRQGLEAYIQGILYLNQEVPKELLEFLRLRHFPTDPKASNWGTLREFLPGDSSSQQHQRPVLSFHVDPYVCNPSPESLPNVVVNGVLQGLYSFSISPDKAQPKAACHPAPLPPMP. Result: 1 (interaction). (6) The miRNA is hsa-miR-4745-3p with sequence UGGCCCGGCGACGUCUCACGGUC. The protein sequence of the target gene is MSGSVLFTAGERWRCFLTPSRSSLYWALHNFCCRKKSTTPKKITPNVTFCDENAKEPENALDKLFSSEQQASILHVLNTASTKELEAFRLLRGRRSINIVEHRENFGPFQNLESLMNVPLFKYKSTVQVCNSILCPKTGREKRKSPENRFLRKLLKPDIERERLKAVNSIISIVFGTRRIAWAHLDRKLTVLDWQQSDRWSLMRGIYSSSVYLEEISSIISKMPKADFYVLEKTGLSIQNSSLFPILLHFHIMEAMLYALLNKTFAQDGQHQVLSMNRNAVGKHFELMIGDSRTSGKELV.... Result: 0 (no interaction). (7) The miRNA is hsa-miR-5584-5p with sequence CAGGGAAAUGGGAAGAACUAGA. The protein sequence of the target gene is MAFGKSHRDPYATSVGHLIEKATFAGVQTEDWGQFMHICDIINTTQDGPKDAVKALKKRISKNYNHKEIQLTLSLIDMCVQNCGPSFQSLIVKKEFVKENLVKLLNPRYNLPLDIQNRILNFIKTWSQGFPGGVDVSEVKEVYLDLVKKGVQFPPSEAEAETARQETAQISSNPPTSVPTAPALSSVIAPKNSTVTLVPEQIGKLHSELDMVKMNVRVMSAILMENTPGSENHEDIELLQKLYKTGREMQERIMDLLVVVENEDVTVELIQVNEDLNNAILGYERFTRNQQRILEQNKNQ.... Result: 0 (no interaction).